This data is from Peptide-MHC class I binding affinity with 185,985 pairs from IEDB/IMGT. The task is: Regression. Given a peptide amino acid sequence and an MHC pseudo amino acid sequence, predict their binding affinity value. This is MHC class I binding data. (1) The peptide sequence is MGANFKAER. The MHC is HLA-A31:01 with pseudo-sequence HLA-A31:01. The binding affinity (normalized) is 0.848. (2) The peptide sequence is SIMAFILGI. The MHC is HLA-A02:06 with pseudo-sequence HLA-A02:06. The binding affinity (normalized) is 1.00. (3) The peptide sequence is VVPSYIPLV. The MHC is HLA-A25:01 with pseudo-sequence HLA-A25:01. The binding affinity (normalized) is 0.0847.